Predict the product of the given reaction. From a dataset of Forward reaction prediction with 1.9M reactions from USPTO patents (1976-2016). (1) The product is: [CH2:1]([O:3][C:4]([C:6]1[C:10]([C:11]2[CH:12]=[CH:13][C:14]([O:17][CH2:18][C:19]3([OH:23])[CH2:20][CH:26]=[CH:25][CH2:24]3)=[CH:15][CH:16]=2)=[C:9]([Cl:27])[S:8][C:7]=1[NH:28][C:29](=[O:33])[CH2:30][C:31]#[N:32])=[O:5])[CH3:2]. Given the reactants [CH2:1]([O:3][C:4]([C:6]1[C:10]([C:11]2[CH:16]=[CH:15][C:14]([O:17][CH2:18][C:19]([CH2:24][CH:25]=[CH2:26])([OH:23])[CH2:20]C=C)=[CH:13][CH:12]=2)=[C:9]([Cl:27])[S:8][C:7]=1[NH:28][C:29](=[O:33])[CH2:30][C:31]#[N:32])=[O:5])[CH3:2], predict the reaction product. (2) Given the reactants [C:1]1([N:7]([C:14]2[CH:19]=[CH:18][C:17]([C:20]3[C:28]4[C:24](=[N:25][NH:26][N:27]=4)[C:23]([C:29]4[CH:34]=[CH:33][C:32]([N:35]([C:42]5[CH:47]=[CH:46][CH:45]=[CH:44][CH:43]=5)[C:36]5[CH:41]=[CH:40][CH:39]=[CH:38][CH:37]=5)=[CH:31][CH:30]=4)=[CH:22][CH:21]=3)=[CH:16][CH:15]=2)[C:8]2[CH:13]=[CH:12][CH:11]=[CH:10][CH:9]=2)[CH:6]=[CH:5][CH:4]=[CH:3][CH:2]=1.Cl[C:49]1[C:58]2[C:53](=[CH:54][CH:55]=[CH:56][CH:57]=2)[N:52]=[C:51]([C:59]2[CH:64]=[CH:63][CH:62]=[CH:61][CH:60]=2)[CH:50]=1.[H-].[Na+].C(=O)=O, predict the reaction product. The product is: [C:8]1([N:7]([C:14]2[CH:15]=[CH:16][C:17]([C:20]3[C:28]4[C:24](=[N:25][N:26]([C:49]5[C:58]6[C:53](=[CH:54][CH:55]=[CH:56][CH:57]=6)[N:52]=[C:51]([C:59]6[CH:64]=[CH:63][CH:62]=[CH:61][CH:60]=6)[CH:50]=5)[N:27]=4)[C:23]([C:29]4[CH:34]=[CH:33][C:32]([N:35]([C:36]5[CH:37]=[CH:38][CH:39]=[CH:40][CH:41]=5)[C:42]5[CH:43]=[CH:44][CH:45]=[CH:46][CH:47]=5)=[CH:31][CH:30]=4)=[CH:22][CH:21]=3)=[CH:18][CH:19]=2)[C:1]2[CH:2]=[CH:3][CH:4]=[CH:5][CH:6]=2)[CH:13]=[CH:12][CH:11]=[CH:10][CH:9]=1. (3) Given the reactants [Cl:1][C:2]1[C:3]([F:13])=[CH:4][C:5]([F:12])=[C:6]([S:8](Cl)(=[O:10])=[O:9])[CH:7]=1.[NH2:14][C:15]1[CH:20]=[CH:19][C:18]([F:21])=[CH:17][N:16]=1.N1C=CC=CC=1.C(N(CC)C(C)C)(C)C.[CH3:37][O:38][CH2:39]Cl, predict the reaction product. The product is: [Cl:1][C:2]1[C:3]([F:13])=[CH:4][C:5]([F:12])=[C:6]([S:8]([N:14]([C:15]2[CH:20]=[CH:19][C:18]([F:21])=[CH:17][N:16]=2)[CH2:37][O:38][CH3:39])(=[O:10])=[O:9])[CH:7]=1. (4) Given the reactants [CH3:1][N:2]1[C:6]2[CH:7]=[CH:8][C:9]([N:11]3[CH:16]=[C:15]([C:17]([O:19][CH2:20][CH3:21])=[O:18])[C:14](=[O:22])[N:13]([CH2:23][C:24]4[CH:29]=[CH:28][CH:27]=[C:26]([C:30]([F:33])([F:32])[F:31])[C:25]=4[CH3:34])[C:12]3=[O:35])=[CH:10][C:5]=2[NH:4][C:3]1=[O:36].[CH3:37][CH:38](O)[CH3:39], predict the reaction product. The product is: [CH:38]([N:4]1[C:5]2[CH:10]=[C:9]([N:11]3[CH:16]=[C:15]([C:17]([O:19][CH2:20][CH3:21])=[O:18])[C:14](=[O:22])[N:13]([CH2:23][C:24]4[CH:29]=[CH:28][CH:27]=[C:26]([C:30]([F:32])([F:33])[F:31])[C:25]=4[CH3:34])[C:12]3=[O:35])[CH:8]=[CH:7][C:6]=2[N:2]([CH3:1])[C:3]1=[O:36])([CH3:39])[CH3:37]. (5) The product is: [CH3:9][O:8][C:5]1[CH:6]=[CH:7][C:2]([CH2:19][C:18](=[O:20])[CH:17]([CH3:21])[CH3:16])=[CH:3][C:4]=1[O:10][CH2:11][CH2:12][CH2:13][O:14][CH3:15]. Given the reactants Br[C:2]1[CH:7]=[CH:6][C:5]([O:8][CH3:9])=[C:4]([O:10][CH2:11][CH2:12][CH2:13][O:14][CH3:15])[CH:3]=1.[CH3:16][CH:17]([CH3:21])[C:18](=[O:20])[CH3:19].C(O[Na])(C)(C)C.C(OCC)(=O)C, predict the reaction product.